From a dataset of Peptide-MHC class I binding affinity with 185,985 pairs from IEDB/IMGT. Regression. Given a peptide amino acid sequence and an MHC pseudo amino acid sequence, predict their binding affinity value. This is MHC class I binding data. (1) The peptide sequence is FLADYRGKT. The MHC is HLA-A24:03 with pseudo-sequence HLA-A24:03. The binding affinity (normalized) is 0.0788. (2) The peptide sequence is SGPDDGAVAV. The MHC is Mamu-A01 with pseudo-sequence Mamu-A01. The binding affinity (normalized) is 0.245. (3) The peptide sequence is DTVWEVQGYK. The MHC is HLA-A03:01 with pseudo-sequence HLA-A03:01. The binding affinity (normalized) is 0.624. (4) The peptide sequence is PLVQQEDDK. The MHC is HLA-A11:01 with pseudo-sequence HLA-A11:01. The binding affinity (normalized) is 0.0847. (5) The peptide sequence is NHINVEVSL. The MHC is HLA-B38:01 with pseudo-sequence HLA-B38:01. The binding affinity (normalized) is 0.530.